From a dataset of Full USPTO retrosynthesis dataset with 1.9M reactions from patents (1976-2016). Predict the reactants needed to synthesize the given product. Given the product [NH2:28][CH2:13][C@H:12]([NH:11][C:9]([O:8][CH2:1][C:2]1[CH:3]=[CH:4][CH:5]=[CH:6][CH:7]=1)=[O:10])[C:17]([OH:19])=[O:18], predict the reactants needed to synthesize it. The reactants are: [CH2:1]([O:8][C:9]([NH:11][C@H:12]([C:17]([OH:19])=[O:18])[CH2:13]C(=O)N)=[O:10])[C:2]1[CH:7]=[CH:6][CH:5]=[CH:4][CH:3]=1.C(OCC)(=O)C.C(#[N:28])C.C(O)(=O)C.C(O)(=O)C.I(C1C=CC=CC=1)=O.